From a dataset of Reaction yield outcomes from USPTO patents with 853,638 reactions. Predict the reaction yield, written as a fraction of the theoretical maximum amount of product (1.0 means a 100% yield; for example, 0.34 means a 34% yield). The reactants are [C:1]([C:3]1[CH:4]=[C:5]2[C:10](=[CH:11][C:12]=1[O:13][C:14]1[CH:22]=[CH:21][C:17]([C:18]([OH:20])=O)=[CH:16][CH:15]=1)[O:9][CH2:8][CH2:7][CH:6]2[C:23]([O:25][CH3:26])=[O:24])#[N:2].C(Cl)(=O)C(Cl)=O.ClCCl.[Br:36][C:37]1[N:42]=[C:41]([NH2:43])[CH:40]=[CH:39][CH:38]=1.C(N(CC)CC)C. The catalyst is ClCCCl.CN(C=O)C. The product is [Br:36][C:37]1[N:42]=[C:41]([NH:43][C:18]([C:17]2[CH:16]=[CH:15][C:14]([O:13][C:12]3[CH:11]=[C:10]4[C:5]([CH:6]([C:23]([O:25][CH3:26])=[O:24])[CH2:7][CH2:8][O:9]4)=[CH:4][C:3]=3[C:1]#[N:2])=[CH:22][CH:21]=2)=[O:20])[CH:40]=[CH:39][CH:38]=1. The yield is 0.650.